Dataset: Full USPTO retrosynthesis dataset with 1.9M reactions from patents (1976-2016). Task: Predict the reactants needed to synthesize the given product. (1) The reactants are: [CH3:1][O:2][C:3]1[CH:4]=[C:5](Br)[CH:6]=[CH:7][C:8]=1[O:9][CH3:10].[Mg].[CH3:13][C:14]1([CH3:21])[CH2:18][C:17](=[O:19])[O:16][C:15]1=[O:20].[Cl-].[NH4+]. Given the product [CH3:1][O:2][C:3]1[CH:4]=[C:5]([C:17](=[O:19])[CH2:18][C:14]([CH3:21])([CH3:13])[C:15]([OH:20])=[O:16])[CH:6]=[CH:7][C:8]=1[O:9][CH3:10], predict the reactants needed to synthesize it. (2) Given the product [F:8][C:5]1[CH:6]=[CH:7][C:2](/[CH:22]=[CH:21]/[CH:20]=[O:19])=[CH:3][CH:4]=1, predict the reactants needed to synthesize it. The reactants are: Br[C:2]1[CH:7]=[CH:6][C:5]([F:8])=[CH:4][CH:3]=1.C(=O)([O-])[O-].[K+].[K+].[Cl-].[K+].C([O:19][CH:20](OCC)[CH:21]=[CH2:22])C.Cl.